The task is: Predict the reactants needed to synthesize the given product.. This data is from Full USPTO retrosynthesis dataset with 1.9M reactions from patents (1976-2016). Given the product [Cl:1][C:2]1[CH:7]=[CH:6][C:5]([CH2:8][OH:9])=[CH:4][C:3]=1[O:10][CH2:12][CH:14]1[CH2:16][CH2:15]1, predict the reactants needed to synthesize it. The reactants are: [Cl:1][C:2]1[CH:7]=[CH:6][C:5]([CH2:8][OH:9])=[CH:4][C:3]=1[OH:10].Br[CH:12]([CH:14]1[CH2:16][CH2:15]1)O.